Predict the product of the given reaction. From a dataset of Forward reaction prediction with 1.9M reactions from USPTO patents (1976-2016). (1) Given the reactants [Cl:1][C:2]1[CH:7]=[C:6]([I:8])[CH:5]=[CH:4][C:3]=1[NH:9][C:10]1[N:15]([CH3:16])[C:14](=[O:17])[N:13]([CH3:18])[C:12](=[O:19])[C:11]=1[C:20]([NH:22][O:23][CH2:24][C@H:25]1[CH2:29][O:28]C(C)(C)[O:26]1)=[O:21].C1COCC1.C1(C)C=CC(S(O)(=O)=O)=CC=1, predict the reaction product. The product is: [Cl:1][C:2]1[CH:7]=[C:6]([I:8])[CH:5]=[CH:4][C:3]=1[NH:9][C:10]1[N:15]([CH3:16])[C:14](=[O:17])[N:13]([CH3:18])[C:12](=[O:19])[C:11]=1[C:20]([NH:22][O:23][CH2:24][C@H:25]([OH:26])[CH2:29][OH:28])=[O:21]. (2) Given the reactants O.[Br:2][C:3]1[CH:4]=[C:5]([CH:8]=[CH:9][C:10]2[CH:15]=[CH:14][C:13]([Cl:16])=[CH:12][CH:11]=2)[S:6][CH:7]=1.II, predict the reaction product. The product is: [Br:2][C:3]1[C:4]2[C:15]3[C:10](=[CH:11][CH:12]=[C:13]([Cl:16])[CH:14]=3)[CH:9]=[CH:8][C:5]=2[S:6][CH:7]=1. (3) The product is: [CH3:1][C@@H:2]1[CH2:6][CH2:5][C@@H:4]([CH3:7])[P:3]1[C:13]1[C:18]([O:17][C:15](=[O:16])[C:14]=1[P:3]1[C@H:4]([CH3:7])[CH2:5][CH2:6][C@H:2]1[CH3:1])=[O:19]. Given the reactants [CH3:1][C@@H:2]1[CH2:6][CH2:5][C@@H:4]([CH3:7])[P:3]1[Si](C)(C)C.Cl[C:13]1=[C:14](Cl)[C:15]([O:17][C:18]1=[O:19])=[O:16], predict the reaction product.